Dataset: Full USPTO retrosynthesis dataset with 1.9M reactions from patents (1976-2016). Task: Predict the reactants needed to synthesize the given product. (1) Given the product [Cl:1][C:2]1[CH:7]=[CH:6][C:5]([CH:8]([C:19]2[CH:20]=[CH:21][C:22]([S:25]([CH3:28])(=[O:26])=[O:27])=[CH:23][CH:24]=2)[CH2:9][C:10]([C:12]2[CH:13]=[CH:14][C:15](=[O:18])[N:16]([CH2:31][CH2:32][O:33][CH2:34][CH2:35][O:36][CH3:37])[CH:17]=2)=[O:11])=[C:4]([CH3:29])[CH:3]=1, predict the reactants needed to synthesize it. The reactants are: [Cl:1][C:2]1[CH:7]=[CH:6][C:5]([CH:8]([C:19]2[CH:24]=[CH:23][C:22]([S:25]([CH3:28])(=[O:27])=[O:26])=[CH:21][CH:20]=2)[CH2:9][C:10]([C:12]2[CH:13]=[CH:14][C:15](=[O:18])[NH:16][CH:17]=2)=[O:11])=[C:4]([CH3:29])[CH:3]=1.Br[CH2:31][CH2:32][O:33][CH2:34][CH2:35][O:36][CH3:37].C(=O)([O-])[O-].[K+].[K+]. (2) Given the product [CH3:1][O:2][C:3]1[CH:4]=[C:5]([CH2:6][OH:7])[CH:9]=[CH:10][N:11]=1, predict the reactants needed to synthesize it. The reactants are: [CH3:1][O:2][C:3]1[CH:4]=[C:5]([CH:9]=[CH:10][N:11]=1)[C:6](O)=[O:7].[H-].[Al+3].[Li+].[H-].[H-].[H-].O.[OH-].[Na+]. (3) Given the product [CH:56]1([C@@H:62]([NH:64][C:35]([C:18]2[C:17]3[CH:16]=[C:15]4[O:19][CH2:20][CH2:21][O:22][C:14]4=[CH:13][C:12]=3[N:11]=[C:10]([C:26]3[CH:31]=[CH:30][CH:29]=[CH:28][CH:27]=3)[C:9]=2[CH2:8][N:4]2[CH2:5][CH2:6][NH:7][C:2](=[O:1])[CH2:3]2)=[O:39])[CH3:63])[CH2:61][CH2:60][CH2:59][CH2:58][CH2:57]1, predict the reactants needed to synthesize it. The reactants are: [O:1]=[C:2]1[NH:7][CH2:6][CH2:5][N:4]([CH2:8][C:9]2[C:10]([C:26]3[CH:31]=[CH:30][CH:29]=[CH:28][CH:27]=3)=[N:11][C:12]3[CH:13]=[C:14]4[O:22][CH2:21][CH:20](C(O)=O)[O:19][C:15]4=[CH:16][C:17]=3[CH:18]=2)[CH2:3]1.CN([C:35]([O:39]N1N=NC2C=CC=CC1=2)=[N+](C)C)C.F[P-](F)(F)(F)(F)F.[CH:56]1([C@@H:62]([NH2:64])[CH3:63])[CH2:61][CH2:60][CH2:59][CH2:58][CH2:57]1. (4) The reactants are: Cl[C:2]1[C:3]2[CH2:16][CH2:15][N:14]([C:17]3[CH:22]=[CH:21][N:20]=[CH:19][CH:18]=3)[C:4]=2[N:5]=[C:6]([N:8]2[CH2:13][CH2:12][O:11][CH2:10][CH2:9]2)[N:7]=1.[CH3:23][O:24][C:25]1[N:30]=[CH:29][C:28](B(O)O)=[CH:27][N:26]=1.B(O)O. Given the product [CH3:23][O:24][C:25]1[N:30]=[CH:29][C:28]([C:2]2[C:3]3[CH2:16][CH2:15][N:14]([C:17]4[CH:22]=[CH:21][N:20]=[CH:19][CH:18]=4)[C:4]=3[N:5]=[C:6]([N:8]3[CH2:13][CH2:12][O:11][CH2:10][CH2:9]3)[N:7]=2)=[CH:27][N:26]=1, predict the reactants needed to synthesize it. (5) Given the product [CH:2]([CH2:3][C:4]1([CH2:10][CH2:11][C:12]([C:13]([O:15][CH2:16][CH3:17])=[O:14])([C:23]([O:25][CH2:26][CH3:27])=[O:24])[C:18]([O:20][CH2:21][CH3:22])=[O:19])[CH2:5][CH2:6][CH2:7][CH2:8][CH2:9]1)=[O:1], predict the reactants needed to synthesize it. The reactants are: [OH:1][CH2:2][CH2:3][C:4]1([CH2:10][CH2:11][C:12]([C:23]([O:25][CH2:26][CH3:27])=[O:24])([C:18]([O:20][CH2:21][CH3:22])=[O:19])[C:13]([O:15][CH2:16][CH3:17])=[O:14])[CH2:9][CH2:8][CH2:7][CH2:6][CH2:5]1.IC1C=CC=CC=1.C(O)(=O)C.C(O)(=O)C.C(OCC)C. (6) Given the product [CH3:1][N:2]1[C:6]([C:7]2[CH:12]=[CH:11][CH:10]=[CH:9][C:8]=2[C:13]([F:14])([F:16])[F:15])=[N:5][N:4]=[C:3]1[C:17]12[CH2:24][CH2:23][C:20]([C:25]3[O:37][C:29]([CH:30]([CH3:36])[CH2:31][C:32]([F:34])([F:35])[F:33])=[N:28][N:27]=3)([CH2:21][CH2:22]1)[CH2:19][CH2:18]2, predict the reactants needed to synthesize it. The reactants are: [CH3:1][N:2]1[C:6]([C:7]2[CH:12]=[CH:11][CH:10]=[CH:9][C:8]=2[C:13]([F:16])([F:15])[F:14])=[N:5][N:4]=[C:3]1[C:17]12[CH2:24][CH2:23][C:20]([C:25]([NH:27][NH:28][C:29](=[O:37])[CH:30]([CH3:36])[CH2:31][C:32]([F:35])([F:34])[F:33])=O)([CH2:21][CH2:22]1)[CH2:19][CH2:18]2.S(Cl)(Cl)=O.